From a dataset of Cav3 T-type calcium channel HTS with 100,875 compounds. Binary Classification. Given a drug SMILES string, predict its activity (active/inactive) in a high-throughput screening assay against a specified biological target. (1) The molecule is Clc1c2CCN(S(=O)(=O)c3ccc(NC(=O)C)cc3)Cc2ccc1. The result is 1 (active). (2) The compound is Clc1c(cc(NC(=O)CN2CCN(CC2)c2c(OC)cccc2)cc1)C(F)(F)F. The result is 1 (active).